From a dataset of Forward reaction prediction with 1.9M reactions from USPTO patents (1976-2016). Predict the product of the given reaction. (1) Given the reactants [CH2:1]([N:3]([C:6]1[CH:11]=[CH:10][C:9]([C:12]#[C:13][Si](C)(C)C)=[CH:8][CH:7]=1)[CH2:4][CH3:5])[CH3:2].C([O-])([O-])=O.[K+].[K+].CO, predict the reaction product. The product is: [CH2:1]([N:3]([C:6]1[CH:7]=[CH:8][C:9]([C:12]#[CH:13])=[CH:10][CH:11]=1)[CH2:4][CH3:5])[CH3:2]. (2) The product is: [Cl:15][CH2:16][C:3]([C:5]1[C:14]2[O:13][CH2:12][CH2:11][O:10][C:9]=2[CH:8]=[CH:7][CH:6]=1)=[O:4]. Given the reactants CO[C:3]([C:5]1[C:14]2[O:13][CH2:12][CH2:11][O:10][C:9]=2[CH:8]=[CH:7][CH:6]=1)=[O:4].[Cl:15][CH2:16]I.[Li+].CC([N-]C(C)C)C.C(O)(=O)C, predict the reaction product. (3) Given the reactants [CH:1]1([C:6]2[CH:11]=[C:10]([O:12][CH2:13][C:14]3[CH:19]=[CH:18][CH:17]=[CH:16][CH:15]=3)[CH:9]=[CH:8][C:7]=2B(O)O)[CH2:5][CH2:4][CH2:3][CH2:2]1.Br[C:24]1[CH:29]=[CH:28][CH:27]=[C:26]([N:30]2[C:34]([CH3:35])=[CH:33][CH:32]=[C:31]2[CH3:36])[N:25]=1, predict the reaction product. The product is: [CH:1]1([C:6]2[CH:11]=[C:10]([O:12][CH2:13][C:14]3[CH:19]=[CH:18][CH:17]=[CH:16][CH:15]=3)[CH:9]=[CH:8][C:7]=2[C:24]2[CH:29]=[CH:28][CH:27]=[C:26]([N:30]3[C:34]([CH3:35])=[CH:33][CH:32]=[C:31]3[CH3:36])[N:25]=2)[CH2:5][CH2:4][CH2:3][CH2:2]1.